Predict the product of the given reaction. From a dataset of Forward reaction prediction with 1.9M reactions from USPTO patents (1976-2016). Given the reactants [Cl:1][C:2]1[CH:3]=[C:4]2[CH:11]=[CH:10][S:9][C:5]2=[C:6](Cl)[N:7]=1.CC(O)=O.Cl.[Sn], predict the reaction product. The product is: [Cl:1][C:2]1[CH:3]=[C:4]2[CH:11]=[CH:10][S:9][C:5]2=[CH:6][N:7]=1.